Dataset: Catalyst prediction with 721,799 reactions and 888 catalyst types from USPTO. Task: Predict which catalyst facilitates the given reaction. (1) Reactant: [N+:1]([C:4]1[CH:9]=[CH:8][C:7]([C:10]2[C:18]3[C:13](=[N:14][CH:15]=[N:16][C:17]=3[NH2:19])[NH:12][N:11]=2)=[CH:6][CH:5]=1)([O-:3])=[O:2].C([O-])([O-])=O.[K+].[K+].CS(O[C@@H:31]1[CH2:35][CH2:34][N:33]([C:36]([O:38][C:39]([CH3:42])([CH3:41])[CH3:40])=[O:37])[CH2:32]1)(=O)=O. Product: [NH2:19][C:17]1[N:16]=[CH:15][N:14]=[C:13]2[N:12]([C@H:35]3[CH2:31][CH2:32][N:33]([C:36]([O:38][C:39]([CH3:42])([CH3:41])[CH3:40])=[O:37])[CH2:34]3)[N:11]=[C:10]([C:7]3[CH:6]=[CH:5][C:4]([N+:1]([O-:3])=[O:2])=[CH:9][CH:8]=3)[C:18]=12. The catalyst class is: 3. (2) Reactant: [Br:1][C:2]1[CH:3]=[C:4]([N:8]2[CH2:13][CH2:12][CH:11]([C:14]([O:16]CC)=[O:15])[CH2:10][CH2:9]2)[CH:5]=[CH:6][CH:7]=1.[OH-].[Na+]. Product: [Br:1][C:2]1[CH:3]=[C:4]([N:8]2[CH2:9][CH2:10][CH:11]([C:14]([OH:16])=[O:15])[CH2:12][CH2:13]2)[CH:5]=[CH:6][CH:7]=1. The catalyst class is: 36. (3) Reactant: [C:1]([NH:5][C:6](=[O:24])[C:7]1[CH:12]=[C:11]([O:13][C:14]2[CH:19]=[CH:18][C:17]([N+:20]([O-])=O)=[CH:16][C:15]=2[Cl:23])[CH:10]=[N:9][CH:8]=1)([CH3:4])([CH3:3])[CH3:2].[Cl-].[Ca+2].[Cl-].O. Product: [NH2:20][C:17]1[CH:18]=[CH:19][C:14]([O:13][C:11]2[CH:10]=[N:9][CH:8]=[C:7]([CH:12]=2)[C:6]([NH:5][C:1]([CH3:4])([CH3:3])[CH3:2])=[O:24])=[C:15]([Cl:23])[CH:16]=1. The catalyst class is: 8. (4) Reactant: [CH2:1]([C:3]1[NH:4][CH:5]=[CH:6][CH:7]=1)[CH3:2].[C:8]1([CH3:20])[CH:13]=[C:12]([CH3:14])[CH:11]=[C:10]([CH3:15])[C:9]=1[S:16](Cl)(=[O:18])=[O:17].[H-].[Na+]. Product: [CH2:1]([C:3]1[N:4]([S:16]([C:9]2[C:10]([CH3:15])=[CH:11][C:12]([CH3:14])=[CH:13][C:8]=2[CH3:20])(=[O:18])=[O:17])[CH:5]=[CH:6][CH:7]=1)[CH3:2]. The catalyst class is: 49. (5) Reactant: [NH2:1][C:2]1[N:7]=[C:6](Cl)[CH:5]=[C:4]([CH3:9])[N:3]=1.[NH2:10][C@H:11]([C:13]1[N:14]([C:25]2[CH:30]=[CH:29][CH:28]=[CH:27][CH:26]=2)[C:15](=[O:24])[C:16]2[C:21]([CH:22]=1)=[CH:20][CH:19]=[CH:18][C:17]=2[Cl:23])[CH3:12].CCN(C(C)C)C(C)C. Product: [NH2:1][C:2]1[N:7]=[C:6]([NH:10][C@H:11]([C:13]2[N:14]([C:25]3[CH:30]=[CH:29][CH:28]=[CH:27][CH:26]=3)[C:15](=[O:24])[C:16]3[C:21]([CH:22]=2)=[CH:20][CH:19]=[CH:18][C:17]=3[Cl:23])[CH3:12])[CH:5]=[C:4]([CH3:9])[N:3]=1. The catalyst class is: 37.